Predict the product of the given reaction. From a dataset of Forward reaction prediction with 1.9M reactions from USPTO patents (1976-2016). Given the reactants [F:1][C:2]1[CH:3]=[C:4]2[NH:10][C:9](=[O:11])[S:8][C:5]2=[N:6][CH:7]=1.C(=O)([O-])[O-].[K+].[K+].[CH2:18](I)[CH:19]=[CH2:20], predict the reaction product. The product is: [F:1][C:2]1[CH:3]=[C:4]2[N:10]([CH2:20][CH:19]=[CH2:18])[C:9](=[O:11])[S:8][C:5]2=[N:6][CH:7]=1.